Dataset: NCI-60 drug combinations with 297,098 pairs across 59 cell lines. Task: Regression. Given two drug SMILES strings and cell line genomic features, predict the synergy score measuring deviation from expected non-interaction effect. (1) Drug 1: C1CN1C2=NC(=NC(=N2)N3CC3)N4CC4. Drug 2: CC(C)CN1C=NC2=C1C3=CC=CC=C3N=C2N. Cell line: OVCAR-5. Synergy scores: CSS=31.4, Synergy_ZIP=-0.935, Synergy_Bliss=-5.22, Synergy_Loewe=-5.93, Synergy_HSA=-5.12. (2) Drug 1: C1=CN(C(=O)N=C1N)C2C(C(C(O2)CO)O)O.Cl. Drug 2: C1C(C(OC1N2C=NC3=C(N=C(N=C32)Cl)N)CO)O. Cell line: RPMI-8226. Synergy scores: CSS=27.0, Synergy_ZIP=-8.77, Synergy_Bliss=-3.46, Synergy_Loewe=0.389, Synergy_HSA=0.609. (3) Drug 1: C1=CC=C(C(=C1)C(C2=CC=C(C=C2)Cl)C(Cl)Cl)Cl. Drug 2: CC1C(C(CC(O1)OC2CC(CC3=C2C(=C4C(=C3O)C(=O)C5=CC=CC=C5C4=O)O)(C(=O)C)O)N)O. Cell line: OVCAR-4. Synergy scores: CSS=38.7, Synergy_ZIP=-12.1, Synergy_Bliss=-9.14, Synergy_Loewe=-5.64, Synergy_HSA=-3.48.